From a dataset of Reaction yield outcomes from USPTO patents with 853,638 reactions. Predict the reaction yield, written as a fraction of the theoretical maximum amount of product (1.0 means a 100% yield; for example, 0.34 means a 34% yield). The reactants are [Cl:1][C:2]1[C:7]([O:8][CH3:9])=[CH:6][C:5]([O:10][CH3:11])=[C:4]([Cl:12])[C:3]=1[C:13]1[C:24](=[O:25])[NH:23][C:16]2[N:17]=[C:18]([S:21][CH3:22])[N:19]=[CH:20][C:15]=2[CH:14]=1.I[CH2:27][CH2:28][O:29][CH:30]1[CH2:33][N:32]([C:34]([O:36][C:37]([CH3:40])([CH3:39])[CH3:38])=[O:35])[CH2:31]1.C([O-])([O-])=O.[K+].[K+]. The catalyst is CC(C)=O. The product is [Cl:1][C:2]1[C:7]([O:8][CH3:9])=[CH:6][C:5]([O:10][CH3:11])=[C:4]([Cl:12])[C:3]=1[C:13]1[C:24](=[O:25])[N:23]([CH2:27][CH2:28][O:29][CH:30]2[CH2:33][N:32]([C:34]([O:36][C:37]([CH3:38])([CH3:40])[CH3:39])=[O:35])[CH2:31]2)[C:16]2[N:17]=[C:18]([S:21][CH3:22])[N:19]=[CH:20][C:15]=2[CH:14]=1. The yield is 0.930.